Dataset: NCI-60 drug combinations with 297,098 pairs across 59 cell lines. Task: Regression. Given two drug SMILES strings and cell line genomic features, predict the synergy score measuring deviation from expected non-interaction effect. (1) Drug 1: C1=NC(=NC(=O)N1C2C(C(C(O2)CO)O)O)N. Drug 2: CNC(=O)C1=NC=CC(=C1)OC2=CC=C(C=C2)NC(=O)NC3=CC(=C(C=C3)Cl)C(F)(F)F. Cell line: RXF 393. Synergy scores: CSS=20.4, Synergy_ZIP=-2.22, Synergy_Bliss=-2.38, Synergy_Loewe=-16.6, Synergy_HSA=-2.52. (2) Drug 1: CC1=C(C(CCC1)(C)C)C=CC(=CC=CC(=CC(=O)O)C)C. Drug 2: CCC1(C2=C(COC1=O)C(=O)N3CC4=CC5=C(C=CC(=C5CN(C)C)O)N=C4C3=C2)O.Cl. Cell line: CCRF-CEM. Synergy scores: CSS=77.6, Synergy_ZIP=6.41, Synergy_Bliss=5.32, Synergy_Loewe=-8.23, Synergy_HSA=5.96. (3) Drug 1: B(C(CC(C)C)NC(=O)C(CC1=CC=CC=C1)NC(=O)C2=NC=CN=C2)(O)O. Drug 2: N.N.Cl[Pt+2]Cl. Cell line: TK-10. Synergy scores: CSS=62.8, Synergy_ZIP=-2.92, Synergy_Bliss=0.778, Synergy_Loewe=-33.0, Synergy_HSA=0.687.